This data is from Forward reaction prediction with 1.9M reactions from USPTO patents (1976-2016). The task is: Predict the product of the given reaction. (1) The product is: [NH2:8][C:5]1[C:4]([C:30](=[O:31])[C:29]([F:36])([F:35])[F:28])=[CH:3][C:2]([Cl:1])=[CH:7][N:6]=1. Given the reactants [Cl:1][C:2]1[CH:3]=[CH:4][C:5]([NH:8]C(=O)C(C)(C)C)=[N:6][CH:7]=1.CN(CCN(C)C)C.C([Li])CCC.[F:28][C:29]([F:36])([F:35])[C:30](OCC)=[O:31].Cl, predict the reaction product. (2) Given the reactants [Br:1][C:2]1[CH:3]=[C:4]([NH:13][CH:14]2[CH2:18][CH2:17][CH2:16][CH2:15]2)[C:5]([CH3:12])=[C:6]([CH:11]=1)[C:7]([O:9][CH3:10])=[O:8].[C:19]([O-])([O-])=O.[Cs+].[Cs+].CI, predict the reaction product. The product is: [Br:1][C:2]1[CH:3]=[C:4]([N:13]([CH:14]2[CH2:18][CH2:17][CH2:16][CH2:15]2)[CH3:19])[C:5]([CH3:12])=[C:6]([CH:11]=1)[C:7]([O:9][CH3:10])=[O:8]. (3) Given the reactants [Cl:1][C:2]1[CH:3]=[C:4]([N+:9]([O-:11])=[O:10])[CH:5]=[CH:6][C:7]=1Cl.[NH:12]1[CH:16]=[CH:15][N:14]=[CH:13]1.CCN(C(C)C)C(C)C, predict the reaction product. The product is: [Cl:1][C:2]1[CH:3]=[C:4]([N+:9]([O-:11])=[O:10])[CH:5]=[CH:6][C:7]=1[N:12]1[CH:16]=[CH:15][N:14]=[CH:13]1. (4) Given the reactants [ClH:1].[C:2]([N:5]1[C:14]2[C:9](=[CH:10][C:11]([C:15]3[N:16]=[N:17][N:18]([CH2:20][CH2:21][NH:22]C(OC(C)(C)C)=O)[CH:19]=3)=[CH:12][CH:13]=2)[C@H:8]([NH:30][C:31](=[O:36])[O:32][CH:33]([CH3:35])[CH3:34])[CH2:7][C@@H:6]1[CH3:37])(=[O:4])[CH3:3].CCOCC, predict the reaction product. The product is: [ClH:1].[C:2]([N:5]1[C:14]2[C:9](=[CH:10][C:11]([C:15]3[N:16]=[N:17][N:18]([CH2:20][CH2:21][NH2:22])[CH:19]=3)=[CH:12][CH:13]=2)[C@H:8]([NH:30][C:31](=[O:36])[O:32][CH:33]([CH3:34])[CH3:35])[CH2:7][C@@H:6]1[CH3:37])(=[O:4])[CH3:3]. (5) Given the reactants [O:1]1[C:8]2[CH:7]=[C:6]([C:9]([O-:11])=[O:10])[NH:5][C:4]=2[CH:3]=[CH:2]1.[Na+].Cl[CH2:14][C:15]([N:17]([CH2:20][CH3:21])[CH2:18][CH3:19])=[O:16], predict the reaction product. The product is: [O:1]1[C:8]2[CH:7]=[C:6]([C:9]([O:11][CH2:14][C:15]([N:17]([CH2:20][CH3:21])[CH2:18][CH3:19])=[O:16])=[O:10])[NH:5][C:4]=2[CH:3]=[CH:2]1.